Dataset: Forward reaction prediction with 1.9M reactions from USPTO patents (1976-2016). Task: Predict the product of the given reaction. (1) The product is: [Cl:19][C:20]1[CH:21]=[CH:22][C:23]([CH2:24][N:25]2[CH2:26][CH2:27][CH:28]([NH:31][CH2:16][C@H:14]([OH:15])[CH2:13][O:12][C:11]3[CH:10]=[CH:9][CH:8]=[CH:7][C:6]=3[C:5]([NH:4][CH:1]3[CH2:3][CH2:2]3)=[O:18])[CH2:29][CH2:30]2)=[CH:32][CH:33]=1. Given the reactants [CH:1]1([NH:4][C:5](=[O:18])[C:6]2[C:11]([O:12][CH2:13][C@@H:14]3[CH2:16][O:15]3)=[CH:10][CH:9]=[CH:8][C:7]=2F)[CH2:3][CH2:2]1.[Cl:19][C:20]1[CH:33]=[CH:32][C:23]([CH2:24][N:25]2[CH2:30][CH2:29][CH:28]([NH2:31])[CH2:27][CH2:26]2)=[CH:22][CH:21]=1, predict the reaction product. (2) Given the reactants C(OC([N:8]1[CH2:13][CH2:12][C@H:11]([NH:14][C:15]([O:17][CH2:18][C:19]2[CH:24]=[CH:23][CH:22]=[CH:21][CH:20]=2)=[O:16])[C@H:10]([C:25]([N:27]2[CH2:31][CH2:30][S:29][CH2:28]2)=[O:26])[CH2:9]1)=O)(C)(C)C.C(O)(C(F)(F)F)=O, predict the reaction product. The product is: [CH2:18]([O:17][C:15](=[O:16])[NH:14][C@H:11]1[CH2:12][CH2:13][NH:8][CH2:9][C@H:10]1[C:25]([N:27]1[CH2:31][CH2:30][S:29][CH2:28]1)=[O:26])[C:19]1[CH:20]=[CH:21][CH:22]=[CH:23][CH:24]=1.